This data is from Forward reaction prediction with 1.9M reactions from USPTO patents (1976-2016). The task is: Predict the product of the given reaction. (1) Given the reactants [NH2:1][C:2]1[N:19]=[CH:18][CH:17]=[CH:16][C:3]=1[C:4]([NH:6][CH2:7][C:8]1[CH:13]=[CH:12][C:11]([F:14])=[C:10]([F:15])[CH:9]=1)=[O:5].ClCCCl.[Br:24][C:25]1[CH:26]=[C:27]([CH:30]=[CH:31][CH:32]=1)[CH:28]=O.C(O[BH-](OC(=O)C)OC(=O)C)(=O)C.[Na+], predict the reaction product. The product is: [Br:24][C:25]1[CH:26]=[C:27]([CH:30]=[CH:31][CH:32]=1)[CH2:28][NH:1][C:2]1[N:19]=[CH:18][CH:17]=[CH:16][C:3]=1[C:4]([NH:6][CH2:7][C:8]1[CH:13]=[CH:12][C:11]([F:14])=[C:10]([F:15])[CH:9]=1)=[O:5]. (2) The product is: [CH2:25]([N:27]1[CH:31]=[C:30]([CH2:21][CH2:22][NH:18][C:16]([NH:15][C:13]2[S:14][C:10]([C:8]3[CH:7]=[C:6]([CH3:24])[N:5]=[C:4]([S:2]([CH3:1])=[O:3])[N:9]=3)=[C:11]([CH3:23])[N:12]=2)=[O:17])[N:29]=[CH:28]1)[CH3:26]. Given the reactants [CH3:1][S:2]([C:4]1[N:9]=[C:8]([C:10]2[S:14][C:13]([NH:15][C:16]([N:18]3[CH:22]=[CH:21]N=C3)=[O:17])=[N:12][C:11]=2[CH3:23])[CH:7]=[C:6]([CH3:24])[N:5]=1)=[O:3].[CH2:25]([N:27]1[CH:31]=[C:30](CCN)[N:29]=[CH:28]1)[CH3:26], predict the reaction product.